Predict the reaction yield, written as a fraction of the theoretical maximum amount of product (1.0 means a 100% yield; for example, 0.34 means a 34% yield). From a dataset of Reaction yield outcomes from USPTO patents with 853,638 reactions. The reactants are [NH2:1][C:2]1[C:3]([C:12]([NH:14][C@@H:15]([CH:20]2[CH2:24][CH2:23][CH2:22][CH2:21]2)[C:16]([O:18][CH3:19])=[O:17])=[O:13])=[CH:4][C:5]2[C:10]([CH:11]=1)=[CH:9][CH:8]=[CH:7][CH:6]=2.[Cl:25][C:26]1[CH:31]=[C:30]([Cl:32])[CH:29]=[C:28]([Cl:33])[C:27]=1[N:34]=[C:35]=[O:36]. The catalyst is N1C=CC=CC=1. The product is [CH:20]1([C@H:15]([NH:14][C:12]([C:3]2[C:2]([NH:1][C:35]([NH:34][C:27]3[C:28]([Cl:33])=[CH:29][C:30]([Cl:32])=[CH:31][C:26]=3[Cl:25])=[O:36])=[CH:11][C:10]3[C:5](=[CH:6][CH:7]=[CH:8][CH:9]=3)[CH:4]=2)=[O:13])[C:16]([O:18][CH3:19])=[O:17])[CH2:21][CH2:22][CH2:23][CH2:24]1. The yield is 0.890.